The task is: Predict the reaction yield, written as a fraction of the theoretical maximum amount of product (1.0 means a 100% yield; for example, 0.34 means a 34% yield).. This data is from Reaction yield outcomes from USPTO patents with 853,638 reactions. (1) The reactants are Cl[C:2]1[N:7]=[N:6][C:5]([C:8]([F:11])([F:10])[F:9])=[C:4]([C:12]2[CH:17]=[CH:16][CH:15]=[CH:14][CH:13]=2)[CH:3]=1.[C:18]([N:25]1[CH2:30][CH2:29][NH:28][CH2:27][CH2:26]1)([O:20][C:21]([CH3:24])([CH3:23])[CH3:22])=[O:19].C(N(C(C)C)CC)(C)C. The catalyst is C(#N)C.ClCCl. The product is [C:21]([O:20][C:18]([N:25]1[CH2:30][CH2:29][N:28]([C:2]2[N:7]=[N:6][C:5]([C:8]([F:11])([F:10])[F:9])=[C:4]([C:12]3[CH:17]=[CH:16][CH:15]=[CH:14][CH:13]=3)[CH:3]=2)[CH2:27][CH2:26]1)=[O:19])([CH3:24])([CH3:22])[CH3:23]. The yield is 0.930. (2) The reactants are C(OC([NH:8][C@@H:9]([C:17]([OH:19])=O)[CH2:10][C:11]1[CH:16]=[CH:15][CH:14]=[CH:13][CH:12]=1)=O)(C)(C)C.Cl.CN(C)CCCN=C=NCC.ON1C2C=CC=CC=2N=N1.[C:42]1([CH:48]([C:51]2[CH:56]=[CH:55][CH:54]=[CH:53][CH:52]=2)[CH2:49][NH2:50])[CH:47]=[CH:46][CH:45]=[CH:44][CH:43]=1.FC(F)(F)C(O)=O. The catalyst is C(Cl)(Cl)Cl.C(Cl)Cl.CCOCC. The product is [NH2:8][C@H:9]([CH2:10][C:11]1[CH:12]=[CH:13][CH:14]=[CH:15][CH:16]=1)[C:17]([NH:50][CH2:49][CH:48]([C:42]1[CH:47]=[CH:46][CH:45]=[CH:44][CH:43]=1)[C:51]1[CH:56]=[CH:55][CH:54]=[CH:53][CH:52]=1)=[O:19]. The yield is 1.11. (3) The reactants are I[C:2]1[N:3]=[C:4]2[C:10]3[CH:11]=[C:12]([C:15]([O-:17])=[O:16])[CH:13]=[CH:14][C:9]=3[O:8][CH2:7][CH2:6][N:5]2[CH:18]=1.[Cu](C#N)[C:20]#[N:21].[CH3:24]N(C)C=O. No catalyst specified. The product is [C:20]([C:2]1[N:3]=[C:4]2[C:10]3[CH:11]=[C:12]([C:15]([O:17][CH3:24])=[O:16])[CH:13]=[CH:14][C:9]=3[O:8][CH2:7][CH2:6][N:5]2[CH:18]=1)#[N:21]. The yield is 0.810. (4) The reactants are [Br:1][C:2]1[C:3]([C:8]([OH:10])=[O:9])=[N:4][CH:5]=[N:6][CH:7]=1.[C:11](Cl)(=O)C(Cl)=O. The catalyst is C(Cl)Cl.CN(C=O)C. The product is [CH3:11][O:9][C:8]([C:3]1[C:2]([Br:1])=[CH:7][N:6]=[CH:5][N:4]=1)=[O:10]. The yield is 0.390. (5) The reactants are Br[C:2]1[CH:3]=[CH:4][C:5]([F:18])=[C:6]([C@:8]2([CH3:17])[C:13]([F:15])([F:14])[CH2:12][O:11][C:10]([NH2:16])=[N:9]2)[CH:7]=1.[F:19][C:20]1[CH:25]=[CH:24][C:23]([N:26]2[CH:30]=[C:29](B(O)O)[CH:28]=[N:27]2)=[CH:22][CH:21]=1.C(=O)([O-])[O-].[Cs+].[Cs+].ClCCl. The catalyst is O1CCCC1.O. The product is [F:14][C:13]1([F:15])[CH2:12][O:11][C:10]([NH2:16])=[N:9][C@@:8]1([C:6]1[CH:7]=[C:2]([C:29]2[CH:28]=[N:27][N:26]([C:23]3[CH:24]=[CH:25][C:20]([F:19])=[CH:21][CH:22]=3)[CH:30]=2)[CH:3]=[CH:4][C:5]=1[F:18])[CH3:17]. The yield is 0.480. (6) The reactants are [NH2:1][C:2]1[S:3][C:4]2[CH:10]=[C:9]([O:11][CH3:12])[CH:8]=[CH:7][C:5]=2[N:6]=1.Br[CH2:14][C:15]([C:17]1[CH:22]=[CH:21][C:20]([Br:23])=[CH:19][CH:18]=1)=O.C([O-])(O)=O.[Na+]. The catalyst is CCO. The product is [CH3:12][O:11][C:9]1[CH:8]=[CH:7][C:5]2[N:6]3[CH:14]=[C:15]([C:17]4[CH:22]=[CH:21][C:20]([Br:23])=[CH:19][CH:18]=4)[N:1]=[C:2]3[S:3][C:4]=2[CH:10]=1. The yield is 0.540.